Dataset: Reaction yield outcomes from USPTO patents with 853,638 reactions. Task: Predict the reaction yield, written as a fraction of the theoretical maximum amount of product (1.0 means a 100% yield; for example, 0.34 means a 34% yield). (1) The reactants are [C:1]([CH:3]([C:17]1[CH:22]=[CH:21][CH:20]=[CH:19][CH:18]=1)[NH:4][C:5](=[O:16])[CH2:6][C:7]1[CH:12]=[CH:11][C:10]([CH:13]([CH3:15])[CH3:14])=[CH:9][CH:8]=1)#[N:2].[NH4+].[Cl-].[N-:25]=[N+:26]=[N-:27].[Na+]. The catalyst is CN(C=O)C. The product is [CH:13]([C:10]1[CH:11]=[CH:12][C:7]([CH2:6][C:5]([NH:4][CH:3]([C:17]2[CH:18]=[CH:19][CH:20]=[CH:21][CH:22]=2)[C:1]2[NH:27][N:26]=[N:25][N:2]=2)=[O:16])=[CH:8][CH:9]=1)([CH3:15])[CH3:14]. The yield is 0.800. (2) The reactants are [OH:1][C:2]1[CH:3]=[C:4]([NH:8][C:9](=[O:11])[CH3:10])[CH:5]=[CH:6][CH:7]=1.C(NC1C=C(OC(=O)C)C=CC=1)=O.[CH3:25][C:26](=[CH2:30])[CH2:27][CH2:28]O.CCOC(/N=N/C(OCC)=O)=O.C1C=CC(P(C2C=CC=CC=2)C2C=CC=CC=2)=CC=1. The catalyst is C1C=CC=CC=1.O. The product is [CH3:30][C:26](=[CH2:25])[CH2:27][CH2:28][O:1][C:2]1[CH:3]=[C:4]([NH:8][C:9](=[O:11])[CH3:10])[CH:5]=[CH:6][CH:7]=1. The yield is 0.520. (3) The reactants are [F:1][C:2]1[CH:7]=[CH:6][CH:5]=[C:4]([F:8])[C:3]=1[NH:9][N:10]=[C:11]([C:14]#[N:15])[C:12]#[N:13].FC1C=CC=C(F)C=1N.C(#N)CC#N.O.[NH2:31][NH2:32]. No catalyst specified. The product is [NH2:15][C:14]1[C:11](=[N:10][NH:9][C:3]2[C:4]([F:8])=[CH:5][CH:6]=[CH:7][C:2]=2[F:1])[C:12]([NH2:13])=[N:32][N:31]=1. The yield is 0.370.